Dataset: Reaction yield outcomes from USPTO patents with 853,638 reactions. Task: Predict the reaction yield, written as a fraction of the theoretical maximum amount of product (1.0 means a 100% yield; for example, 0.34 means a 34% yield). (1) The reactants are Cl.O1CCOCC1.[Cl:8][C:9]1[CH:10]=[C:11]([NH:47]C(=O)OC(C)(C)C)[CH:12]=[C:13]([C@@H:15]2[C@@:26]3([C:34]4[C:29](=[CH:30][C:31]([Cl:35])=[CH:32][CH:33]=4)[NH:28][C:27]3=[O:36])[C:18]3([CH2:23][CH2:22][C:21]([CH3:25])([CH3:24])[CH2:20][CH2:19]3)[NH:17][C@H:16]2[C:37](=[O:46])[NH:38][C@H:39]2[CH2:44][CH2:43][C@H:42]([OH:45])[CH2:41][CH2:40]2)[CH:14]=1.C(=O)(O)[O-].[Na+]. The catalyst is O1CCOCC1. The product is [NH2:47][C:11]1[CH:12]=[C:13]([C@@H:15]2[C@@:26]3([C:34]4[C:29](=[CH:30][C:31]([Cl:35])=[CH:32][CH:33]=4)[NH:28][C:27]3=[O:36])[C:18]3([CH2:23][CH2:22][C:21]([CH3:24])([CH3:25])[CH2:20][CH2:19]3)[NH:17][C@H:16]2[C:37]([NH:38][C@H:39]2[CH2:44][CH2:43][C@H:42]([OH:45])[CH2:41][CH2:40]2)=[O:46])[CH:14]=[C:9]([Cl:8])[CH:10]=1. The yield is 0.910. (2) The reactants are [CH3:1][C:2]1[S:6][C:5]2=[N:7][C:8]([CH2:10][C:11]([O:13]CC)=[O:12])=[CH:9][N:4]2[CH:3]=1.[ClH:16]. No catalyst specified. The product is [ClH:16].[CH3:1][C:2]1[S:6][C:5]2=[N:7][C:8]([CH2:10][C:11]([OH:13])=[O:12])=[CH:9][N:4]2[CH:3]=1. The yield is 0.590.